From a dataset of Reaction yield outcomes from USPTO patents with 853,638 reactions. Predict the reaction yield, written as a fraction of the theoretical maximum amount of product (1.0 means a 100% yield; for example, 0.34 means a 34% yield). (1) The reactants are [F:1][C:2]1[C:12]2[CH2:11][CH2:10][CH2:9][CH2:8][NH:7][C:6]=2[C:5]([NH2:13])=[CH:4][CH:3]=1.[C:14]([O:18][C:19]([NH:21][C@@H:22]([CH3:26])[C:23](O)=[O:24])=[O:20])([CH3:17])([CH3:16])[CH3:15].C1C=NC2N(O)N=NC=2C=1.CCN=C=NCCCN(C)C.Cl. The catalyst is C(Cl)Cl. The product is [C:14]([O:18][C:19](=[O:20])[NH:21][C@H:22]([C:23](=[O:24])[NH:13][C:5]1[C:6]2[NH:7][CH2:8][CH2:9][CH2:10][CH2:11][C:12]=2[C:2]([F:1])=[CH:3][CH:4]=1)[CH3:26])([CH3:15])([CH3:16])[CH3:17]. The yield is 0.710. (2) The reactants are Br[C:2]1[CH:6]=[CH:5][S:4][C:3]=1[C:7]1[NH:11][CH:10]=[N:9][N:8]=1.O1CCCC1.[Li]CCCC.[Cl:22][C:23]1[CH:34]=[CH:33][C:26]([C:27](N(OC)C)=[O:28])=[CH:25][CH:24]=1.[Cl-].[NH4+].O. No catalyst specified. The product is [Cl:22][C:23]1[CH:34]=[CH:33][C:26]([C:27]([C:2]2[CH:6]=[CH:5][S:4][C:3]=2[C:7]2[NH:11][CH:10]=[N:9][N:8]=2)=[O:28])=[CH:25][CH:24]=1. The yield is 0.885. (3) The reactants are [Cl:1][C:2]1[CH:3]=[C:4]([CH2:14][N:15]2[C:19]([CH3:20])=[CH:18][C:17]([NH2:21])=[N:16]2)[C:5]2[O:9][C:8]([CH:10]([CH3:12])[CH3:11])=[CH:7][C:6]=2[CH:13]=1.CCN=C=NCCCN(C)C.C1C=CC2N(O)N=NC=2C=1.[CH3:43][O:44][C:45]([C:47]1[CH:55]=[CH:54][C:50]([C:51](O)=[O:52])=[CH:49][CH:48]=1)=[O:46]. The catalyst is CN(C=O)C. The product is [Cl:1][C:2]1[CH:3]=[C:4]([CH2:14][N:15]2[C:19]([CH3:20])=[CH:18][C:17]([NH:21][C:51]([C:50]3[CH:54]=[CH:55][C:47]([C:45]([O:44][CH3:43])=[O:46])=[CH:48][CH:49]=3)=[O:52])=[N:16]2)[C:5]2[O:9][C:8]([CH:10]([CH3:12])[CH3:11])=[CH:7][C:6]=2[CH:13]=1. The yield is 0.910. (4) The reactants are [Cl:1][C:2]1[CH:3]=[C:4]([S:9]([NH:12][C:13]2[CH:21]=[CH:20][C:16]([C:17]([OH:19])=[O:18])=[C:15]([OH:22])[CH:14]=2)(=[O:11])=[O:10])[CH:5]=[C:6]([Cl:8])[CH:7]=1.[CH3:23][O:24][CH2:25][CH2:26]O. No catalyst specified. The product is [Cl:8][C:6]1[CH:5]=[C:4]([S:9]([NH:12][C:13]2[CH:21]=[CH:20][C:16]([C:17]([O:19][CH2:26][CH2:25][O:24][CH3:23])=[O:18])=[C:15]([OH:22])[CH:14]=2)(=[O:10])=[O:11])[CH:3]=[C:2]([Cl:1])[CH:7]=1. The yield is 0.580. (5) The reactants are [F:1][C:2]1[CH:10]=[CH:9][CH:8]=[C:7]([C:11]2[N:16]=[CH:15][CH:14]=[CH:13][N:12]=2)[C:3]=1[C:4]([OH:6])=O.ClC1N=C(OC)N=C(OC)N=1.CN1CCOCC1.[CH3:35][C@@H:36]1[CH2:41][CH2:40][CH2:39][NH:38][C@@H:37]1[CH2:42][N:43]1[C:51](=[O:52])[C:50]2[C:45](=[CH:46][CH:47]=[CH:48][CH:49]=2)[C:44]1=[O:53]. The catalyst is O1CCOCC1.CCOC(C)=O. The product is [F:1][C:2]1[CH:10]=[CH:9][CH:8]=[C:7]([C:11]2[N:16]=[CH:15][CH:14]=[CH:13][N:12]=2)[C:3]=1[C:4]([N:38]1[CH2:39][CH2:40][CH2:41][C@@H:36]([CH3:35])[C@H:37]1[CH2:42][N:43]1[C:51](=[O:52])[C:50]2[C:45](=[CH:46][CH:47]=[CH:48][CH:49]=2)[C:44]1=[O:53])=[O:6]. The yield is 0.150.